This data is from Forward reaction prediction with 1.9M reactions from USPTO patents (1976-2016). The task is: Predict the product of the given reaction. (1) Given the reactants [OH:1][CH2:2][CH2:3][NH:4][C:5]([C:7]1[C:16]2[C:11](=[CH:12][CH:13]=[CH:14][CH:15]=2)[N:10]=[C:9]([OH:17])[CH:8]=1)=[O:6].[C:18]([O:22][C:23]([NH:25][CH2:26][CH2:27][CH2:28][CH2:29][CH2:30][CH2:31]Br)=[O:24])([CH3:21])([CH3:20])[CH3:19].C(=O)([O-])[O-].[Cs+].[Cs+].CN(C)C=O, predict the reaction product. The product is: [C:18]([O:22][C:23]([NH:25][CH2:26][CH2:27][CH2:28][CH2:29][CH2:30][CH2:31][N:10]1[C:11]2[C:16](=[CH:15][CH:14]=[CH:13][CH:12]=2)[C:7]([C:5](=[O:6])[NH:4][CH2:3][CH2:2][OH:1])=[CH:8][C:9]1=[O:17])=[O:24])([CH3:21])([CH3:20])[CH3:19]. (2) Given the reactants [CH3:1][C:2]1[CH:3]=[C:4]([OH:11])[CH:5]=[CH:6][C:7]=1[N+:8]([O-:10])=[O:9].CC(OC(/N=N/C(OC(C)C)=O)=O)C.C1C=CC(P(C2C=CC=CC=2)C2C=CC=CC=2)=CC=1.[CH2:45]([N:47]1[CH2:51][CH2:50][CH:49](O)[CH2:48]1)[CH3:46], predict the reaction product. The product is: [CH2:45]([N:47]1[CH2:51][CH2:50][CH:49]([O:11][C:4]2[CH:5]=[CH:6][C:7]([N+:8]([O-:10])=[O:9])=[C:2]([CH3:1])[CH:3]=2)[CH2:48]1)[CH3:46]. (3) The product is: [NH:1]1[C:5]2[CH:6]=[CH:7][CH:8]=[CH:9][C:4]=2[N:3]=[C:2]1[CH2:10][N:11]([CH2:12][C:13]1[CH:14]=[CH:15][C:16]([CH2:19][NH:20][CH2:31][CH2:32][CH2:33][CH3:34])=[CH:17][CH:18]=1)[CH:21]1[C:30]2[N:29]=[CH:28][CH:27]=[CH:26][C:25]=2[CH2:24][CH2:23][CH2:22]1. Given the reactants [NH:1]1[C:5]2[CH:6]=[CH:7][CH:8]=[CH:9][C:4]=2[N:3]=[C:2]1[CH2:10][N:11]([CH:21]1[C:30]2[N:29]=[CH:28][CH:27]=[CH:26][C:25]=2[CH2:24][CH2:23][CH2:22]1)[CH2:12][C:13]1[CH:18]=[CH:17][C:16]([CH2:19][NH2:20])=[CH:15][CH:14]=1.[CH:31](=O)[CH2:32][CH2:33][CH3:34], predict the reaction product. (4) Given the reactants [NH:1]1[CH2:4][CH:3]([N:5]2[C:9]3=[N:10][CH:11]=[N:12][C:13]([NH2:14])=[C:8]3[C:7]([C:15]3[CH:20]=[CH:19][C:18]([O:21][C:22]4[CH:27]=[CH:26][CH:25]=[CH:24][CH:23]=4)=[CH:17][C:16]=3[F:28])=[N:6]2)[CH2:2]1.[C:29]([C:31](=[CH:35][CH:36]([CH3:38])[CH3:37])[C:32](O)=[O:33])#[N:30].C1CN([P+](ON2N=NC3C=CC=NC2=3)(N2CCCC2)N2CCCC2)CC1.F[P-](F)(F)(F)(F)F, predict the reaction product. The product is: [NH2:14][C:13]1[N:12]=[CH:11][N:10]=[C:9]2[N:5]([CH:3]3[CH2:2][N:1]([C:32]([C:31](=[CH:35][CH:36]([CH3:38])[CH3:37])[C:29]#[N:30])=[O:33])[CH2:4]3)[N:6]=[C:7]([C:15]3[CH:20]=[CH:19][C:18]([O:21][C:22]4[CH:27]=[CH:26][CH:25]=[CH:24][CH:23]=4)=[CH:17][C:16]=3[F:28])[C:8]=12. (5) Given the reactants Br[CH2:2][C:3]1[CH:4]=[CH:5][C:6]2[N:7]([N:9]=[C:10]([C:24]3[CH:29]=[CH:28][C:27]([F:30])=[CH:26][CH:25]=3)[C:11]=2[C:12]2[CH:17]=[CH:16][N:15]=[C:14]([NH:18][CH:19]3[CH2:23][CH2:22][CH2:21][CH2:20]3)[N:13]=2)[CH:8]=1.C([SnH](CCCC)CCCC)CCC.N(C(C)(C)C#N)=NC(C)(C)C#N, predict the reaction product. The product is: [CH:19]1([NH:18][C:14]2[N:13]=[C:12]([C:11]3[C:10]([C:24]4[CH:25]=[CH:26][C:27]([F:30])=[CH:28][CH:29]=4)=[N:9][N:7]4[CH:8]=[C:3]([CH3:2])[CH:4]=[CH:5][C:6]=34)[CH:17]=[CH:16][N:15]=2)[CH2:20][CH2:21][CH2:22][CH2:23]1. (6) Given the reactants [Cl:1][C:2]1[CH:3]=[C:4]([C:9]2([O:14][CH3:15])[CH2:13][CH2:12][NH:11][CH2:10]2)[CH:5]=[CH:6][C:7]=1[F:8].[CH2:16](N(CC)CC)[CH3:17].ICC, predict the reaction product. The product is: [Cl:1][C:2]1[CH:3]=[C:4]([C:9]2([O:14][CH3:15])[CH2:13][CH2:12][N:11]([CH2:16][CH3:17])[CH2:10]2)[CH:5]=[CH:6][C:7]=1[F:8]. (7) The product is: [CH3:39][N:38]([CH3:40])[C:35]1[CH:36]=[CH:37][C:32]([CH2:31][N:21]([C:22]2[CH:27]=[CH:26][C:25]([CH:28]([CH3:29])[CH3:30])=[CH:24][CH:23]=2)[C:19]([CH:14]2[C:15]3[C:10](=[C:9]([OH:8])[CH:18]=[CH:17][CH:16]=3)[CH2:11][CH2:12][CH2:13]2)=[O:20])=[CH:33][CH:34]=1. Given the reactants C([O:8][C:9]1[CH:18]=[CH:17][CH:16]=[C:15]2[C:10]=1[CH2:11][CH2:12][CH2:13][CH:14]2[C:19]([N:21]([CH2:31][C:32]1[CH:37]=[CH:36][C:35]([N:38]([CH3:40])[CH3:39])=[CH:34][CH:33]=1)[C:22]1[CH:27]=[CH:26][C:25]([CH:28]([CH3:30])[CH3:29])=[CH:24][CH:23]=1)=[O:20])C1C=CC=CC=1.C([O-])=O.[NH4+], predict the reaction product.